Dataset: Choline transporter screen with 302,306 compounds. Task: Binary Classification. Given a drug SMILES string, predict its activity (active/inactive) in a high-throughput screening assay against a specified biological target. (1) The drug is O=C(NCCc1n(c2c(n1)cccc2)Cc1ccccc1)CC. The result is 0 (inactive). (2) The compound is S(=O)(=O)(N1C(OCC1)CNC(=O)C(=O)NCc1c(OC)cccc1)c1ccc(OC)cc1. The result is 0 (inactive). (3) The compound is Clc1c(N2C(=O)C3C(ON=C3c3cccnc3)C2=O)ccc(Cl)c1. The result is 0 (inactive). (4) The result is 0 (inactive). The compound is S(c1cc(OC)c(cc1)C(Oc1c(OC)cccc1)=O)C. (5) The drug is S=C(Nc1c(OC)cccc1)N\N=C\c1cc(ccc1)C. The result is 0 (inactive).